Dataset: Catalyst prediction with 721,799 reactions and 888 catalyst types from USPTO. Task: Predict which catalyst facilitates the given reaction. Reactant: C(NC(C)C)(C)C.[Li]CCCC.[Br:13][C:14]1[C:15]([CH3:27])=[C:16]([CH:24]=[CH:25][CH:26]=1)[C:17]([N:19]([CH2:22][CH3:23])CC)=[O:18].[C:28]([O:32][C:33]([N:35]1[CH2:40][CH2:39][N:38]([CH2:41][C:42]2[CH:47]=[CH:46]C(C#N)=[CH:44][CH:43]=2)[CH2:37][CH2:36]1)=[O:34])([CH3:31])([CH3:30])[CH3:29]. Product: [C:28]([O:32][C:33]([N:35]1[CH2:40][CH2:39][N:38]([CH2:41][C:42]2[CH:47]=[CH:46][C:23]([C:22]3[NH:19][C:17](=[O:18])[C:16]4[C:15]([CH:27]=3)=[C:14]([Br:13])[CH:26]=[CH:25][CH:24]=4)=[CH:44][CH:43]=2)[CH2:37][CH2:36]1)=[O:34])([CH3:31])([CH3:30])[CH3:29]. The catalyst class is: 1.